From a dataset of Full USPTO retrosynthesis dataset with 1.9M reactions from patents (1976-2016). Predict the reactants needed to synthesize the given product. (1) Given the product [CH2:24]([N:26]1[CH2:27][CH2:28][N:29]([CH2:32][C:33]2[CH:41]=[CH:40][C:36]([C:37]([NH:1][C@H:2]3[C@H:7]4[C@@H:3]3[O:4][C:5]3[CH:11]=[CH:10][C:9]([O:12][C:13]5[C:22]6[CH2:21][O:20][C:19](=[O:23])[NH:18][C:17]=6[N:16]=[CH:15][CH:14]=5)=[CH:8][C:6]=34)=[O:38])=[CH:35][C:34]=2[C:42]([F:45])([F:43])[F:44])[CH2:30][CH2:31]1)[CH3:25], predict the reactants needed to synthesize it. The reactants are: [NH2:1][C@H:2]1[C@H:7]2[C@@H:3]1[O:4][C:5]1[CH:11]=[CH:10][C:9]([O:12][C:13]3[C:22]4[CH2:21][O:20][C:19](=[O:23])[NH:18][C:17]=4[N:16]=[CH:15][CH:14]=3)=[CH:8][C:6]=12.[CH2:24]([N:26]1[CH2:31][CH2:30][N:29]([CH2:32][C:33]2[CH:41]=[CH:40][C:36]([C:37](O)=[O:38])=[CH:35][C:34]=2[C:42]([F:45])([F:44])[F:43])[CH2:28][CH2:27]1)[CH3:25].CN(C(ON1N=NC2C=CC=NC1=2)=[N+](C)C)C.F[P-](F)(F)(F)(F)F.CCN(C(C)C)C(C)C. (2) Given the product [F:8][C:9]1([F:25])[C:14]([F:16])([C:5]2[CH:6]=[CH:7][C:2]([NH2:1])=[CH:3][CH:4]=2)[C:13]([F:18])([F:17])[C:12]([F:19])([F:20])[C:11]([F:21])([F:22])[C:10]1([F:23])[F:24], predict the reactants needed to synthesize it. The reactants are: [NH2:1][C:2]1[CH:7]=[CH:6][CH:5]=[CH:4][CH:3]=1.[F:8][C:9]1([F:25])[C:14]([F:16])(I)[C:13]([F:18])([F:17])[C:12]([F:20])([F:19])[C:11]([F:22])([F:21])[C:10]1([F:24])[F:23].S(S([O-])=O)([O-])=O.[Na+].[Na+].C(=O)([O-])O.[Na+]. (3) Given the product [F:35][C:36]1[CH:37]=[CH:38][C:39]([OH:45])=[C:40]([CH:44]=1)[C:41]([NH:3][CH2:4][CH2:5][CH2:6][CH2:7][CH2:8][CH2:9][CH2:10][CH2:11][CH2:12][N:13]1[CH2:18][CH2:17][CH:16]([O:19][C:20](=[O:34])[NH:21][C:22]2[CH:27]=[CH:26][CH:25]=[CH:24][C:23]=2[C:28]2[CH:33]=[CH:32][CH:31]=[CH:30][CH:29]=2)[CH2:15][CH2:14]1)=[O:42], predict the reactants needed to synthesize it. The reactants are: Cl.Cl.[NH2:3][CH2:4][CH2:5][CH2:6][CH2:7][CH2:8][CH2:9][CH2:10][CH2:11][CH2:12][N:13]1[CH2:18][CH2:17][CH:16]([O:19][C:20](=[O:34])[NH:21][C:22]2[CH:27]=[CH:26][CH:25]=[CH:24][C:23]=2[C:28]2[CH:33]=[CH:32][CH:31]=[CH:30][CH:29]=2)[CH2:15][CH2:14]1.[F:35][C:36]1[CH:37]=[CH:38][C:39]([OH:45])=[C:40]([CH:44]=1)[C:41](O)=[O:42]. (4) Given the product [S:17]1[CH:18]=[CH:19][CH:20]=[C:16]1[S:13]([NH:12][C:6]1[CH:7]=[CH:8][CH:9]=[C:10]2[C:5]=1[NH:4][C:3]([C:1]1[S:29][CH2:28][CH:26]([C:25]([O:24][CH2:22][CH3:23])=[O:30])[N:2]=1)=[CH:11]2)(=[O:14])=[O:15], predict the reactants needed to synthesize it. The reactants are: [C:1]([C:3]1[NH:4][C:5]2[C:10]([CH:11]=1)=[CH:9][CH:8]=[CH:7][C:6]=2[NH:12][S:13]([C:16]1[S:17][CH:18]=[CH:19][CH:20]=1)(=[O:15])=[O:14])#[N:2].Cl.[CH2:22]([O:24][C:25](=[O:30])[C@H:26]([CH2:28][SH:29])N)[CH3:23].C(O)C. (5) Given the product [NH2:12][C:8]1[C:9]([F:11])=[CH:10][C:2]([F:1])=[C:3]([CH:7]=1)[C:4]([NH:15][CH3:14])=[O:5], predict the reactants needed to synthesize it. The reactants are: [F:1][C:2]1[CH:10]=[C:9]([F:11])[C:8]([NH2:12])=[CH:7][C:3]=1[C:4](O)=[O:5].C[CH2:14][N:15]=C=NCCCN(C)C.C1C=CC2N(O)N=NC=2C=1.CN. (6) Given the product [Br:11][C:12]1[CH:17]=[C:16]([Br:18])[CH:15]=[CH:14][C:13]=1[O:8][C:7]1[C:2]([NH2:1])=[N:3][CH:4]=[CH:5][CH:6]=1, predict the reactants needed to synthesize it. The reactants are: [NH2:1][C:2]1[C:7]([OH:8])=[CH:6][CH:5]=[CH:4][N:3]=1.[H-].[Na+].[Br:11][C:12]1[CH:17]=[C:16]([Br:18])[CH:15]=[CH:14][C:13]=1F. (7) Given the product [CH3:35][C:31]1([CH3:36])[CH2:30][CH:29]([CH2:28][CH2:27][N:20]2[C:19]([O:23][CH3:24])=[N:18][C:17]3[C:21]2=[N:22][C:14]([O:13][C@@H:9]([CH3:8])[CH2:10][CH2:11][CH3:12])=[N:15][C:16]=3[NH2:25])[CH2:34][CH2:33][O:32]1, predict the reactants needed to synthesize it. The reactants are: FC(F)(F)C(O)=O.[CH3:8][C@H:9]([O:13][C:14]1[NH:15][C:16]([NH2:25])=[C:17]2[C:21]([N:22]=1)=[N:20][C:19]([O:23][CH3:24])=[N:18]2)[CH2:10][CH2:11][CH3:12].Br[CH2:27][CH2:28][CH:29]1[CH2:34][CH2:33][O:32][C:31]([CH3:36])([CH3:35])[CH2:30]1. (8) The reactants are: [C:1](N1C=CN=C1)(N1C=CN=C1)=[O:2].[CH2:13]([N:20]1[CH2:25][CH2:24][CH:23]([NH:26][C:27]2[CH:28]=[N:29][C:30]3[C:35]([C:36]=2[NH2:37])=[CH:34][CH:33]=[CH:32][CH:31]=3)[CH2:22][CH2:21]1)[C:14]1[CH:19]=[CH:18][CH:17]=[CH:16][CH:15]=1.O. Given the product [CH2:13]([N:20]1[CH2:25][CH2:24][CH:23]([N:26]2[C:27]3[CH:28]=[N:29][C:30]4[CH:31]=[CH:32][CH:33]=[CH:34][C:35]=4[C:36]=3[NH:37][C:1]2=[O:2])[CH2:22][CH2:21]1)[C:14]1[CH:19]=[CH:18][CH:17]=[CH:16][CH:15]=1, predict the reactants needed to synthesize it. (9) Given the product [CH3:18][O:17][C:12]1[CH:13]=[C:14]([O:15][CH3:16])[C:7]2[O:6][C:5]([CH:4]=[O:3])=[CH:9][C:8]=2[CH:11]=1, predict the reactants needed to synthesize it. The reactants are: C([O:3][CH:4](OCC)[CH2:5][O:6][C:7]1[C:14]([O:15][CH3:16])=[CH:13][C:12]([O:17][CH3:18])=[CH:11][C:8]=1[CH:9]=O)C. (10) Given the product [CH3:1][N:2]1[C:6]2[CH:7]=[CH:8][C:9]([N:11]3[CH:16]=[C:15]([C:17]#[N:18])[C:14](=[O:19])[N:13]([CH2:24][C:25]4[CH:30]=[CH:29][CH:28]=[C:27]([C:31]([F:32])([F:33])[F:34])[C:26]=4[CH3:35])[C:12]3=[O:20])=[CH:10][C:5]=2[N:4]([CH3:21])[C:3]1=[O:22], predict the reactants needed to synthesize it. The reactants are: [CH3:1][N:2]1[C:6]2[CH:7]=[CH:8][C:9]([N:11]3[CH:16]=[C:15]([C:17]#[N:18])[C:14](=[O:19])[NH:13][C:12]3=[O:20])=[CH:10][C:5]=2[N:4]([CH3:21])[C:3]1=[O:22].Br[CH2:24][C:25]1[CH:30]=[CH:29][CH:28]=[C:27]([C:31]([F:34])([F:33])[F:32])[C:26]=1[CH3:35].C(=O)([O-])[O-].[K+].[K+].[I-].[K+].